This data is from Forward reaction prediction with 1.9M reactions from USPTO patents (1976-2016). The task is: Predict the product of the given reaction. Given the reactants N(C(C)C)C(C)C.[Li]CCCC.[Cl:13][C:14]1[CH:20]=[CH:19][CH:18]=[CH:17][C:15]=1[NH2:16].[Br:21][C:22]1[C:23]([F:33])=[C:24]([F:32])[C:25](F)=[C:26]([CH:30]=1)[C:27]([OH:29])=[O:28], predict the reaction product. The product is: [Br:21][C:22]1[C:23]([F:33])=[C:24]([F:32])[C:25]([NH:16][C:15]2[CH:17]=[CH:18][CH:19]=[CH:20][C:14]=2[Cl:13])=[C:26]([CH:30]=1)[C:27]([OH:29])=[O:28].